Task: Predict the reactants needed to synthesize the given product.. Dataset: Full USPTO retrosynthesis dataset with 1.9M reactions from patents (1976-2016) (1) Given the product [C:8]1([S:14]([OH:17])(=[O:16])=[O:15])[CH:13]=[CH:12][CH:11]=[CH:10][CH:9]=1, predict the reactants needed to synthesize it. The reactants are: CC1CCCO1.O.[C:8]1([S:14]([OH:17])(=[O:16])=[O:15])[CH:13]=[CH:12][CH:11]=[CH:10][CH:9]=1. (2) Given the product [Cl:1][C:2]1[CH:7]=[CH:6][C:5]([NH:8][C:9](=[O:10])[NH:15][C:16]2[CH:35]=[CH:34][C:19]([O:20][C:21]3[CH:26]=[CH:25][N:24]=[C:23]([C:27]([O:29][C:30]([CH3:32])([CH3:33])[CH3:31])=[O:28])[CH:22]=3)=[CH:18][C:17]=2[F:36])=[CH:4][C:3]=1[C:11]([F:12])([F:13])[F:14], predict the reactants needed to synthesize it. The reactants are: [Cl:1][C:2]1[CH:7]=[CH:6][C:5]([N:8]=[C:9]=[O:10])=[CH:4][C:3]=1[C:11]([F:14])([F:13])[F:12].[NH2:15][C:16]1[CH:35]=[CH:34][C:19]([O:20][C:21]2[CH:26]=[CH:25][N:24]=[C:23]([C:27]([O:29][C:30]([CH3:33])([CH3:32])[CH3:31])=[O:28])[CH:22]=2)=[CH:18][C:17]=1[F:36]. (3) Given the product [CH2:1]([O:3][C:4]([N:6]1[CH2:11][CH2:10][CH:9]([C:12]2[C:20]3[C:15](=[CH:16][CH:17]=[C:18]([O:21][CH3:22])[CH:19]=3)[N:14]([CH2:24][C:25]3[CH:29]=[CH:28][O:27][CH:26]=3)[CH:13]=2)[CH2:8][CH2:7]1)=[O:5])[CH3:2], predict the reactants needed to synthesize it. The reactants are: [CH2:1]([O:3][C:4]([N:6]1[CH2:11][CH2:10][CH:9]([C:12]2[C:20]3[C:15](=[CH:16][CH:17]=[C:18]([O:21][CH3:22])[CH:19]=3)[NH:14][CH:13]=2)[CH2:8][CH2:7]1)=[O:5])[CH3:2].Br[CH2:24][C:25]1[CH:29]=[CH:28][O:27][CH:26]=1. (4) The reactants are: [F:1][C:2]([F:14])([F:13])[C:3]1[CH:11]=[C:10]2[C:6]([CH2:7][CH2:8][C:9]2=[O:12])=[CH:5][CH:4]=1.[BH4-].[Na+].CO. Given the product [F:1][C:2]([F:13])([F:14])[C:3]1[CH:11]=[C:10]2[C:6]([CH2:7][CH2:8][CH:9]2[OH:12])=[CH:5][CH:4]=1, predict the reactants needed to synthesize it. (5) The reactants are: [Cl:1][C:2]1[CH:7]=[CH:6][C:5](/[CH:8]=[CH:9]/[C:10]([OH:12])=O)=[C:4]([CH2:13][N:14]2[N:18]=[N:17][C:16]([CH3:19])=[N:15]2)[CH:3]=1.[NH:20]1[CH2:25][CH2:24][CH:23]([NH:26][C:27](=[O:29])[CH3:28])[CH2:22][CH2:21]1. Given the product [Cl:1][C:2]1[CH:7]=[CH:6][C:5](/[CH:8]=[CH:9]/[C:10]([N:20]2[CH2:25][CH2:24][CH:23]([NH:26][C:27](=[O:29])[CH3:28])[CH2:22][CH2:21]2)=[O:12])=[C:4]([CH2:13][N:14]2[N:18]=[N:17][C:16]([CH3:19])=[N:15]2)[CH:3]=1, predict the reactants needed to synthesize it.